From a dataset of Reaction yield outcomes from USPTO patents with 853,638 reactions. Predict the reaction yield, written as a fraction of the theoretical maximum amount of product (1.0 means a 100% yield; for example, 0.34 means a 34% yield). (1) The reactants are C([O:4][C:5]1[CH:10]=[CH:9][C:8]([C:11]2[N:12]=[C:13]([CH2:42][C:43]3[CH:48]=[CH:47][CH:46]=[CH:45][CH:44]=3)[C:14]([N:17](S(C3C=CC([N+]([O-])=O)=CC=3)(=O)=O)[S:18]([C:21]3[CH:26]=[CH:25][C:24]([N+:27]([O-:29])=[O:28])=[CH:23][CH:22]=3)(=[O:20])=[O:19])=[N:15][CH:16]=2)=[CH:7][CH:6]=1)(=O)C.[OH-].[Na+]. The catalyst is CO. The product is [CH2:42]([C:13]1[C:14]([NH:17][S:18]([C:21]2[CH:22]=[CH:23][C:24]([N+:27]([O-:29])=[O:28])=[CH:25][CH:26]=2)(=[O:19])=[O:20])=[N:15][CH:16]=[C:11]([C:8]2[CH:9]=[CH:10][C:5]([OH:4])=[CH:6][CH:7]=2)[N:12]=1)[C:43]1[CH:48]=[CH:47][CH:46]=[CH:45][CH:44]=1. The yield is 0.877. (2) The reactants are [CH3:1][N:2]1[C:6]([C:7]2[CH:12]=[CH:11][C:10]([CH3:13])=[CH:9][N:8]=2)=[CH:5][C:4](Br)=[N:3]1.CC1(C)C(C)(C)OB([C:23]2[CH:24]=[CH:25][C:26]3[CH2:33][C@H:32]4[C@:34]5([CH2:38][N:37]([CH2:39][C:40]([F:43])([F:42])[F:41])[S:36](=[O:45])(=[O:44])[NH:35]5)[C@H:29]([CH2:30][CH2:31]4)[CH2:28][C:27]=3[CH:46]=2)O1.C(=O)([O-])[O-].[Cs+].[Cs+]. The catalyst is CN(C)C=O.O.[Pd].C1(P(C2C=CC=CC=2)C2C=CC=CC=2)C=CC=CC=1.C1(P(C2C=CC=CC=2)C2C=CC=CC=2)C=CC=CC=1.C1(P(C2C=CC=CC=2)C2C=CC=CC=2)C=CC=CC=1.C1(P(C2C=CC=CC=2)C2C=CC=CC=2)C=CC=CC=1. The product is [CH3:13][C:10]1[CH:11]=[CH:12][C:7]([C:6]2[N:2]([CH3:1])[N:3]=[C:4]([C:23]3[CH:24]=[CH:25][C:26]4[CH2:33][C@H:32]5[C@:34]6([CH2:38][N:37]([CH2:39][C:40]([F:43])([F:42])[F:41])[S:36](=[O:44])(=[O:45])[NH:35]6)[C@H:29]([CH2:30][CH2:31]5)[CH2:28][C:27]=4[CH:46]=3)[CH:5]=2)=[N:8][CH:9]=1. The yield is 0.230. (3) The reactants are [CH3:1][N:2]1[CH:10]=[C:9]2[C:4]([C:5]([C:12]#[N:13])=[CH:6][CH:7]=[C:8]2[CH3:11])=[N:3]1. The catalyst is CO.N.[Ni]. The product is [CH3:1][N:2]1[CH:10]=[C:9]2[C:4]([C:5]([CH2:12][NH2:13])=[CH:6][CH:7]=[C:8]2[CH3:11])=[N:3]1. The yield is 1.00. (4) The product is [C:28]1([C:26]2[C:25]3[C:24](=[CH:37][CH:36]=[CH:35][CH:34]=3)[N:23]=[C:20]([C:17]3[CH:16]=[CH:15][C:14]([N:12]4[C:13]5[CH:1]=[CH:2][CH:3]=[CH:4][C:5]=5[C:6]5[C:11]4=[CH:10][CH:9]=[CH:8][CH:7]=5)=[CH:19][CH:18]=3)[CH:21]=2)[CH:29]=[CH:30][CH:31]=[CH:32][CH:33]=1. The catalyst is C(N(CC)CC)C.CO. The yield is 0.854. The reactants are [CH:1]1[C:13]2[N:12]([C:14]3[CH:19]=[CH:18][C:17]([C:20](=O)[CH3:21])=[CH:16][CH:15]=3)[C:11]3[C:6](=[CH:7][CH:8]=[CH:9][CH:10]=3)[C:5]=2[CH:4]=[CH:3][CH:2]=1.[NH2:23][C:24]1[CH:37]=[CH:36][CH:35]=[CH:34][C:25]=1[C:26]([C:28]1[CH:33]=[CH:32][CH:31]=[CH:30][CH:29]=1)=O.P([O-])(OC1C=CC=CC=1)(OC1C=CC=CC=1)=O.C1C(O)=CC=CC=1C. (5) The reactants are Br[CH:2]([C:6]1[CH:11]=[CH:10][CH:9]=[CH:8][CH:7]=1)[C:3]([OH:5])=[O:4].[NH2:12][C:13]1[CH:14]=[C:15]([CH:22]=[CH:23][CH:24]=1)[C:16]([O:18][CH2:19][CH:20]=[CH2:21])=[O:17].CCN(C(C)C)C(C)C. The catalyst is C(#N)C. The product is [CH2:19]([O:18][C:16]([C:15]1[CH:14]=[C:13]([NH:12][CH:2]([C:6]2[CH:11]=[CH:10][CH:9]=[CH:8][CH:7]=2)[C:3]([OH:5])=[O:4])[CH:24]=[CH:23][CH:22]=1)=[O:17])[CH:20]=[CH2:21]. The yield is 0.980. (6) The reactants are [NH:1]1[CH2:6][CH2:5][O:4][CH2:3][CH2:2]1.[Cl:7][C:8]1[CH:9]=[C:10]([C:15]2[O:19][C:18]([CH2:20][CH2:21][NH:22][C:23]([C:25]3[NH:29][N:28]=[C:27]([C:30](O)=[O:31])[CH:26]=3)=[O:24])=[CH:17][CH:16]=2)[CH:11]=[CH:12][C:13]=1[Cl:14]. No catalyst specified. The product is [Cl:7][C:8]1[CH:9]=[C:10]([C:15]2[O:19][C:18]([CH2:20][CH2:21][NH:22][C:23]([C:25]3[NH:29][N:28]=[C:27]([C:30]([N:1]4[CH2:6][CH2:5][O:4][CH2:3][CH2:2]4)=[O:31])[CH:26]=3)=[O:24])=[CH:17][CH:16]=2)[CH:11]=[CH:12][C:13]=1[Cl:14]. The yield is 0.170.